This data is from Reaction yield outcomes from USPTO patents with 853,638 reactions. The task is: Predict the reaction yield, written as a fraction of the theoretical maximum amount of product (1.0 means a 100% yield; for example, 0.34 means a 34% yield). (1) The reactants are [C:1]1([C:11]2[S:12][CH:13]=[C:14]([C:16]#[N:17])[N:15]=2)[C:10]2[C:5](=[CH:6][CH:7]=[CH:8][CH:9]=2)[CH:4]=[CH:3][CH:2]=1.[Li+].CC([N-]C(C)C)C.[Cl:26]C(Cl)(Cl)C(Cl)(Cl)Cl. The catalyst is C1COCC1. The product is [Cl:26][C:13]1[S:12][C:11]([C:1]2[C:10]3[C:5](=[CH:6][CH:7]=[CH:8][CH:9]=3)[CH:4]=[CH:3][CH:2]=2)=[N:15][C:14]=1[C:16]#[N:17]. The yield is 0.790. (2) The reactants are C(Cl)(=O)C(Cl)=O.C(Cl)Cl.[OH:10][CH:11]1[CH:17]([NH:18][C:19]([CH:21]([NH:26][C:27]([C:29]2[O:30][C:31]3[CH:37]=[CH:36][CH:35]=[CH:34][C:32]=3[CH:33]=2)=[O:28])[CH2:22][CH:23]([CH3:25])[CH3:24])=[O:20])[CH2:16][CH2:15][N:14]([CH3:38])[N:13]([C:39]([C:41]2[CH:46]=[CH:45][CH:44]=[CH:43][N:42]=2)=[O:40])[CH2:12]1. The catalyst is CS(C)=O. The product is [CH3:24][CH:23]([CH3:25])[CH2:22][C@H:21]([NH:26][C:27]([C:29]1[O:30][C:31]2[CH:37]=[CH:36][CH:35]=[CH:34][C:32]=2[CH:33]=1)=[O:28])[C:19](=[O:20])[NH:18][C@H:17]1[CH2:16][CH2:15][N:14]([CH3:38])[N:13]([C:39]([C:41]2[CH:46]=[CH:45][CH:44]=[CH:43][N:42]=2)=[O:40])[CH2:12][C:11]1=[O:10]. The yield is 0.360. (3) The reactants are [CH2:1]([N:8]1[C:16]2[C:15](=[O:17])[NH:14][C:13](=[O:18])[NH:12][C:11]=2[N:10]=[CH:9]1)[C:2]1[CH:7]=[CH:6][CH:5]=[CH:4][CH:3]=1.C(=O)([O-])[O-].[Na+].[Na+].I[CH2:26][CH2:27][CH2:28][CH2:29][CH3:30]. The catalyst is CN(C=O)C.O.CCOC(C)=O. The product is [CH2:1]([N:8]1[C:16]2[C:15](=[O:17])[NH:14][C:13](=[O:18])[N:12]([CH2:26][CH2:27][CH2:28][CH2:29][CH3:30])[C:11]=2[N:10]=[CH:9]1)[C:2]1[CH:7]=[CH:6][CH:5]=[CH:4][CH:3]=1. The yield is 0.440. (4) The reactants are [H-].[Na+].[F:3][C:4]1[CH:5]=[CH:6][CH:7]=[C:8]2[C:12]=1[N:11]([S:13]([C:16]1[CH:22]=[CH:21][C:19]([CH3:20])=[CH:18][CH:17]=1)(=[O:15])=[O:14])[CH:10]=[C:9]2[CH:23]=O.[OH2:25].[CH2:26]1[CH2:30][O:29][CH2:28][CH2:27]1. The yield is 0.650. The product is [F:3][C:4]1[CH:5]=[CH:6][CH:7]=[C:8]2[C:12]=1[N:11]([S:13]([C:16]1[CH:22]=[CH:21][C:19]([CH3:20])=[CH:18][CH:17]=1)(=[O:15])=[O:14])[CH:10]=[C:9]2/[CH:23]=[CH:27]/[C:28]([O:29][CH2:30][CH3:26])=[O:25]. No catalyst specified. (5) The reactants are [F:1][C:2]1([F:28])[CH2:7][CH2:6][CH:5]([CH2:8][NH:9][C:10]([C:12]2[C:13]3[CH:14]=[CH:15][C:16]([C:23]4[CH2:27][CH2:26][CH2:25][CH:24]=4)=[N:17][C:18]=3[CH:19]=[CH:20][C:21]=2[Cl:22])=[O:11])[CH2:4][CH2:3]1.C([SiH](CC)CC)C. The catalyst is CO.[Pd]. The product is [F:28][C:2]1([F:1])[CH2:3][CH2:4][CH:5]([CH2:8][NH:9][C:10]([C:12]2[C:13]3[CH:14]=[CH:15][C:16]([CH:23]4[CH2:24][CH2:25][CH2:26][CH2:27]4)=[N:17][C:18]=3[CH:19]=[CH:20][C:21]=2[Cl:22])=[O:11])[CH2:6][CH2:7]1. The yield is 0.175.